From a dataset of Reaction yield outcomes from USPTO patents with 853,638 reactions. Predict the reaction yield, written as a fraction of the theoretical maximum amount of product (1.0 means a 100% yield; for example, 0.34 means a 34% yield). The reactants are [F:1][C:2]([F:25])([F:24])[C:3]1[CH:23]=[CH:22][C:6]([O:7][C:8]2[N:13]=[CH:12][C:11]([C:14](=[O:21])[CH2:15][CH2:16][CH2:17][CH2:18][CH2:19][CH3:20])=[CH:10][CH:9]=2)=[CH:5][CH:4]=1.[BH4-].[Na+]. The catalyst is C(O)C. The product is [F:24][C:2]([F:1])([F:25])[C:3]1[CH:23]=[CH:22][C:6]([O:7][C:8]2[N:13]=[CH:12][C:11]([CH:14]([OH:21])[CH2:15][CH2:16][CH2:17][CH2:18][CH2:19][CH3:20])=[CH:10][CH:9]=2)=[CH:5][CH:4]=1. The yield is 0.880.